From a dataset of Catalyst prediction with 721,799 reactions and 888 catalyst types from USPTO. Predict which catalyst facilitates the given reaction. (1) Reactant: ClC(Cl)(Cl)[C:3]([C:5]1[C:13]2[C:8](=[CH:9][N:10]=[CH:11][CH:12]=2)[NH:7][CH:6]=1)=[O:4].[CH3:16][O-:17].[Na+].CO. Product: [CH3:16][O:17][C:3]([C:5]1[C:13]2[C:8](=[CH:9][N:10]=[CH:11][CH:12]=2)[NH:7][CH:6]=1)=[O:4]. The catalyst class is: 5. (2) Reactant: [Cl:1][CH2:2][CH2:3][C:4]1[C:9](=[O:10])[N:8]2[CH:11]=[CH:12][CH:13]=[C:14]([O:15]CC3C=CC=CC=3)[C:7]2=[N:6][C:5]=1[CH3:23].Cl.[H][H]. Product: [Cl:1][CH2:2][CH2:3][C:4]1[C:9](=[O:10])[N:8]2[CH2:11][CH2:12][CH2:13][CH:14]([OH:15])[C:7]2=[N:6][C:5]=1[CH3:23]. The catalyst class is: 522. (3) Reactant: [N:1]1([CH2:10][C:11]2[CH:20]=[CH:19][C:14]([C:15]([O:17]C)=[O:16])=[CH:13][CH:12]=2)[C:9]2[C:4](=[CH:5][CH:6]=[CH:7][CH:8]=2)[CH:3]=[CH:2]1.[OH-].[Na+]. Product: [N:1]1([CH2:10][C:11]2[CH:20]=[CH:19][C:14]([C:15]([OH:17])=[O:16])=[CH:13][CH:12]=2)[C:9]2[C:4](=[CH:5][CH:6]=[CH:7][CH:8]=2)[CH:3]=[CH:2]1. The catalyst class is: 92. (4) Reactant: [C:1](O)([C:3](F)(F)F)=[O:2].[C:8]([C:11]1[C:19]2[C:14](=[CH:15][CH:16]=[C:17]([N:20]3[CH2:25][CH2:24][NH:23][CH2:22][CH2:21]3)[CH:18]=2)[N:13]([CH2:26][C:27]([O:29][C:30]([CH3:33])([CH3:32])[CH3:31])=[O:28])[CH:12]=1)(=[O:10])[CH3:9].CCN(C(C)C)C(C)C.C(Cl)(C)=O. Product: [C:8]([C:11]1[C:19]2[C:14](=[CH:15][CH:16]=[C:17]([N:20]3[CH2:25][CH2:24][N:23]([C:1](=[O:2])[CH3:3])[CH2:22][CH2:21]3)[CH:18]=2)[N:13]([CH2:26][C:27]([O:29][C:30]([CH3:33])([CH3:32])[CH3:31])=[O:28])[CH:12]=1)(=[O:10])[CH3:9]. The catalyst class is: 781. (5) Reactant: [Cl:1][C:2]1[CH:23]=[CH:22][C:5]([C:6]([C:8]2[CH:9]=[C:10]3[C:15](=[CH:16][CH:17]=2)[N:14]=[CH:13][C:12](C(O)=O)=[C:11]3[OH:21])=[O:7])=[CH:4][CH:3]=1.N1C2C(=CC=CC=2)C=CC=1. Product: [Cl:1][C:2]1[CH:3]=[CH:4][C:5]([C:6]([C:8]2[CH:9]=[C:10]3[C:15](=[CH:16][CH:17]=2)[N:14]=[CH:13][CH:12]=[C:11]3[OH:21])=[O:7])=[CH:22][CH:23]=1. The catalyst class is: 2. (6) Reactant: [N+:1]([C:4]1[CH:12]=[C:11]2[C:7]([CH:8]=[N:9][NH:10]2)=[CH:6][CH:5]=1)([O-:3])=[O:2].[N+:13]([O-])([OH:15])=[O:14]. Product: [N+:13]([C:5]1[CH:6]=[C:7]2[C:11](=[CH:12][C:4]=1[N+:1]([O-:3])=[O:2])[NH:10][N:9]=[CH:8]2)([O-:15])=[O:14]. The catalyst class is: 15. (7) Reactant: C([O:5][C:6](=[O:45])[CH2:7][N:8]1[C:13]2[CH:14]=[C:15]([O:39][CH3:40])[CH:16]=[C:17]([C:18]3[C:19]4[CH:28]=[CH:27][N:26](S(C5C=CC(C)=CC=5)(=O)=O)[C:20]=4[C:21](=[O:25])[N:22]([CH3:24])[CH:23]=3)[C:12]=2[O:11][CH:10]([CH:41]([CH3:43])[CH3:42])[C:9]1=[O:44])(C)(C)C.[OH-].[Na+].C(O)(C(F)(F)F)=O. Product: [CH:41]([CH:10]1[C:9](=[O:44])[N:8]([CH2:7][C:6]([OH:45])=[O:5])[C:13]2[CH:14]=[C:15]([O:39][CH3:40])[CH:16]=[C:17]([C:18]3[C:19]4[CH:28]=[CH:27][NH:26][C:20]=4[C:21](=[O:25])[N:22]([CH3:24])[CH:23]=3)[C:12]=2[O:11]1)([CH3:43])[CH3:42]. The catalyst class is: 40. (8) Reactant: [CH3:1][O:2][CH:3]1[CH2:8][CH2:7][NH:6][CH2:5][CH2:4]1.[CH2:9]=[C:10]1[O:14][C:12](=[O:13])[CH2:11]1. Product: [CH3:1][O:2][CH:3]1[CH2:8][CH2:7][N:6]([C:12](=[O:13])[CH2:11][C:10](=[O:14])[CH3:9])[CH2:5][CH2:4]1. The catalyst class is: 7. (9) Reactant: Br[C:2]1[C:3]([C@@H:14]([NH:23][C:24](=[O:30])[O:25][C:26]([CH3:29])([CH3:28])[CH3:27])[CH2:15][C:16]2[CH:21]=[CH:20][CH:19]=[C:18]([F:22])[CH:17]=2)=[N:4][C:5]([C:8]#[C:9][C:10]([OH:13])([CH3:12])[CH3:11])=[CH:6][CH:7]=1.[Cl:31][C:32]1[CH:40]=[CH:39][C:38](B2OC(C)(C)C(C)(C)O2)=[C:37]2[C:33]=1[C:34]([NH:51][S:52]([CH3:55])(=[O:54])=[O:53])=[N:35][N:36]2[CH3:50].C([O-])(O)=O.[Na+]. Product: [Cl:31][C:32]1[CH:40]=[CH:39][C:38]([C:2]2[C:3]([C@@H:14]([NH:23][C:24](=[O:30])[O:25][C:26]([CH3:28])([CH3:27])[CH3:29])[CH2:15][C:16]3[CH:21]=[CH:20][CH:19]=[C:18]([F:22])[CH:17]=3)=[N:4][C:5]([C:8]#[C:9][C:10]([OH:13])([CH3:12])[CH3:11])=[CH:6][CH:7]=2)=[C:37]2[C:33]=1[C:34]([NH:51][S:52]([CH3:55])(=[O:54])=[O:53])=[N:35][N:36]2[CH3:50]. The catalyst class is: 184. (10) Reactant: [H-].[Na+].[CH3:3][N:4]1[C:8]([C:9]2[CH:14]=[CH:13][CH:12]=[CH:11][C:10]=2[C:15]([F:18])([F:17])[F:16])=[N:7][N:6]=[C:5]1[CH:19]([OH:21])[CH3:20].CN(C=O)C.Cl[C:28]1[C:33]([C:34]#[N:35])=[CH:32][CH:31]=[CH:30][N:29]=1. Product: [CH3:3][N:4]1[C:8]([C:9]2[CH:14]=[CH:13][CH:12]=[CH:11][C:10]=2[C:15]([F:16])([F:18])[F:17])=[N:7][N:6]=[C:5]1[CH:19]([O:21][C:28]1[N:29]=[CH:30][CH:31]=[CH:32][C:33]=1[C:34]#[N:35])[CH3:20]. The catalyst class is: 146.